From a dataset of NCI-60 drug combinations with 297,098 pairs across 59 cell lines. Regression. Given two drug SMILES strings and cell line genomic features, predict the synergy score measuring deviation from expected non-interaction effect. (1) Drug 1: CNC(=O)C1=CC=CC=C1SC2=CC3=C(C=C2)C(=NN3)C=CC4=CC=CC=N4. Drug 2: COC1=NC(=NC2=C1N=CN2C3C(C(C(O3)CO)O)O)N. Cell line: K-562. Synergy scores: CSS=58.6, Synergy_ZIP=1.88, Synergy_Bliss=-0.775, Synergy_Loewe=-64.8, Synergy_HSA=-5.32. (2) Synergy scores: CSS=13.4, Synergy_ZIP=-2.89, Synergy_Bliss=-4.30, Synergy_Loewe=-9.77, Synergy_HSA=-3.71. Cell line: NCIH23. Drug 2: CC1CCC2CC(C(=CC=CC=CC(CC(C(=O)C(C(C(=CC(C(=O)CC(OC(=O)C3CCCCN3C(=O)C(=O)C1(O2)O)C(C)CC4CCC(C(C4)OC)OCCO)C)C)O)OC)C)C)C)OC. Drug 1: CC1=C(C=C(C=C1)NC2=NC=CC(=N2)N(C)C3=CC4=NN(C(=C4C=C3)C)C)S(=O)(=O)N.Cl. (3) Drug 1: COC1=CC(=CC(=C1O)OC)C2C3C(COC3=O)C(C4=CC5=C(C=C24)OCO5)OC6C(C(C7C(O6)COC(O7)C8=CC=CS8)O)O. Drug 2: CC(C1=C(C=CC(=C1Cl)F)Cl)OC2=C(N=CC(=C2)C3=CN(N=C3)C4CCNCC4)N. Cell line: T-47D. Synergy scores: CSS=23.3, Synergy_ZIP=-3.82, Synergy_Bliss=-2.41, Synergy_Loewe=-18.5, Synergy_HSA=-3.76. (4) Drug 2: C1=CC=C(C(=C1)C(C2=CC=C(C=C2)Cl)C(Cl)Cl)Cl. Synergy scores: CSS=6.77, Synergy_ZIP=2.09, Synergy_Bliss=6.16, Synergy_Loewe=-15.4, Synergy_HSA=-3.18. Cell line: SK-MEL-2. Drug 1: CC1=C(N=C(N=C1N)C(CC(=O)N)NCC(C(=O)N)N)C(=O)NC(C(C2=CN=CN2)OC3C(C(C(C(O3)CO)O)O)OC4C(C(C(C(O4)CO)O)OC(=O)N)O)C(=O)NC(C)C(C(C)C(=O)NC(C(C)O)C(=O)NCCC5=NC(=CS5)C6=NC(=CS6)C(=O)NCCC[S+](C)C)O.